This data is from Full USPTO retrosynthesis dataset with 1.9M reactions from patents (1976-2016). The task is: Predict the reactants needed to synthesize the given product. (1) Given the product [C:22]([C:24]1[CH:25]=[C:26]2[C:31](=[CH:32][CH:33]=1)[C:30]([N:34]1[CH2:39][CH2:38][N:37]([CH2:6][CH2:7][C@H:8]3[C:13]4[CH:14]=[CH:15][C:16]([C:18]([NH:20][CH3:21])=[O:19])=[CH:17][C:12]=4[CH2:11][CH2:10][O:9]3)[C@H:36]([CH3:40])[CH2:35]1)=[CH:29][CH:28]=[CH:27]2)#[N:23], predict the reactants needed to synthesize it. The reactants are: CS(O[CH2:6][CH2:7][C@H:8]1[C:13]2[CH:14]=[CH:15][C:16]([C:18]([NH:20][CH3:21])=[O:19])=[CH:17][C:12]=2[CH2:11][CH2:10][O:9]1)(=O)=O.[C:22]([C:24]1[CH:25]=[C:26]2[C:31](=[CH:32][CH:33]=1)[C:30]([N:34]1[CH2:39][CH2:38][NH:37][C@H:36]([CH3:40])[CH2:35]1)=[CH:29][CH:28]=[CH:27]2)#[N:23]. (2) Given the product [N:1]12[CH2:8][CH2:7][CH:4]([CH2:5][CH2:6]1)[C@@H:3]([NH:9][C:10]([C:12]1[O:13][C:14]([C:23]3[CH:22]=[CH:21][CH:20]=[C:19]([NH2:18])[CH:24]=3)=[CH:15][CH:16]=1)=[O:11])[CH2:2]2, predict the reactants needed to synthesize it. The reactants are: [N:1]12[CH2:8][CH2:7][CH:4]([CH2:5][CH2:6]1)[C@@H:3]([NH:9][C:10]([C:12]1[O:13][C:14](Br)=[CH:15][CH:16]=1)=[O:11])[CH2:2]2.[NH2:18][C:19]1[CH:20]=[C:21](B(O)O)[CH:22]=[CH:23][CH:24]=1.C(=O)([O-])[O-].[Na+].[Na+].C(O)C. (3) The reactants are: [Cl:1][C:2]1[CH:7]=[C:6]([C:8]2[NH:9][C:10]3[C:15]([CH:16]=2)=[C:14]([F:17])[CH:13]=[CH:12][CH:11]=3)[C:5](/[CH:18]=[CH:19]\[CH3:20])=[CH:4][N:3]=1.[OH-].[K+]. Given the product [Cl:1][C:2]1[N:3]=[CH:4][C:5]2[CH2:18][CH:19]([CH3:20])[N:9]3[C:10]4[CH:11]=[CH:12][CH:13]=[C:14]([F:17])[C:15]=4[CH:16]=[C:8]3[C:6]=2[CH:7]=1, predict the reactants needed to synthesize it. (4) Given the product [NH2:33][C@H:30]1[CH2:31][CH2:32][N:28]([CH2:27][C:24]2[CH:23]=[CH:22][C:21]([C:19]3[S:20][C:13]4[C:14](=[N:15][CH:16]=[CH:17][C:12]=4[O:11][C:10]4[CH:42]=[CH:43][C:7]([NH:6][C:5]([NH:4][CH:1]5[CH2:3][CH2:2]5)=[O:45])=[CH:8][C:9]=4[F:44])[CH:18]=3)=[N:26][CH:25]=2)[C:29]1=[O:41], predict the reactants needed to synthesize it. The reactants are: [CH:1]1([NH:4][C:5](=[O:45])[NH:6][C:7]2[CH:43]=[CH:42][C:10]([O:11][C:12]3[CH:17]=[CH:16][N:15]=[C:14]4[CH:18]=[C:19]([C:21]5[N:26]=[CH:25][C:24]([CH2:27][N:28]6[CH2:32][CH2:31][C@H:30]([NH:33]C(=O)OC(C)(C)C)[C:29]6=[O:41])=[CH:23][CH:22]=5)[S:20][C:13]=34)=[C:9]([F:44])[CH:8]=2)[CH2:3][CH2:2]1.O.C(O)(C(F)(F)F)=O. (5) The reactants are: Cl.[CH3:2][O:3][C:4]1[CH:5]=[C:6]([C:12]2[C:13]([CH3:25])([CH3:24])[C:14](=[O:23])[N:15]([CH:17]3[CH2:22][CH2:21][NH:20][CH2:19][CH2:18]3)[N:16]=2)[CH:7]=[CH:8][C:9]=1[O:10][CH3:11].[NH:26]1[C:34]2[C:29](=[CH:30][C:31]([C:35](O)=[O:36])=[CH:32][CH:33]=2)[CH:28]=[CH:27]1. Given the product [CH3:2][O:3][C:4]1[CH:5]=[C:6]([C:12]2[C:13]([CH3:25])([CH3:24])[C:14](=[O:23])[N:15]([CH:17]3[CH2:22][CH2:21][N:20]([C:35]([C:31]4[CH:30]=[C:29]5[C:34](=[CH:33][CH:32]=4)[NH:26][CH:27]=[CH:28]5)=[O:36])[CH2:19][CH2:18]3)[N:16]=2)[CH:7]=[CH:8][C:9]=1[O:10][CH3:11], predict the reactants needed to synthesize it. (6) Given the product [F:14][C:2]([F:1])([F:13])[C:3]([C:7]1[S:11][C:10]([S:12][C:16]2[CH:21]=[CH:20][N:19]=[C:18]([CH3:22])[CH:17]=2)=[N:9][CH:8]=1)([OH:6])[CH2:4][CH3:5], predict the reactants needed to synthesize it. The reactants are: [F:1][C:2]([F:14])([F:13])[C:3]([C:7]1[S:11][C:10]([SH:12])=[N:9][CH:8]=1)([OH:6])[CH2:4][CH3:5].Br[C:16]1[CH:21]=[CH:20][N:19]=[C:18]([CH3:22])[CH:17]=1.CC1(C)C2C(=C(P(C3C=CC=CC=3)C3C=CC=CC=3)C=CC=2)OC2C(P(C3C=CC=CC=3)C3C=CC=CC=3)=CC=CC1=2.C(N(C(C)C)CC)(C)C. (7) Given the product [F:1][C:2]([F:28])([F:29])[C:3]1[CH:27]=[CH:26][C:6]([CH2:7][O:8][N:9]=[C:10]([C:13]2[CH:18]=[CH:17][C:16]([NH:19][CH2:20][C:21]([OH:23])=[O:22])=[CH:15][CH:14]=2)[CH2:11][CH3:12])=[CH:5][CH:4]=1, predict the reactants needed to synthesize it. The reactants are: [F:1][C:2]([F:29])([F:28])[C:3]1[CH:27]=[CH:26][C:6]([CH2:7][O:8][N:9]=[C:10]([C:13]2[CH:18]=[CH:17][C:16]([NH:19][CH2:20][C:21]([O:23]CC)=[O:22])=[CH:15][CH:14]=2)[CH2:11][CH3:12])=[CH:5][CH:4]=1.[OH-].[Li+]. (8) The reactants are: [Cl:1][C:2]1[N:7]=[CH:6][C:5]([CH2:8][C:9]2[C:18]3[C:13](=[CH:14][CH:15]=[CH:16][CH:17]=3)[N:12]=[C:11]([C:19]([NH:21][C@H:22]3[CH2:27][CH2:26][CH2:25][CH2:24][C@@H:23]3[OH:28])=[O:20])[CH:10]=2)=[CH:4][CH:3]=1.[CH3:29][N:30]1[CH:34]=[C:33](B2OC(C)(C)C(C)(C)O2)[CH:32]=[N:31]1.C1(P(C2CCCCC2)C2CCCCC2)CCCCC1.P([O-])([O-])([O-])=O.[K+].[K+].[K+]. Given the product [Cl:1][C:2]1[N:7]=[CH:6][C:5]([CH2:8][C:9]2[C:18]3[C:13](=[CH:14][CH:15]=[CH:16][CH:17]=3)[N:12]=[C:11]([C:19]([NH:21][C@H:22]3[CH2:27][CH2:26][CH2:25][CH2:24][C@@H:23]3[OH:28])=[O:20])[CH:10]=2)=[CH:4][CH:3]=1.[OH:28][C@H:23]1[CH2:24][CH2:25][CH2:26][CH2:27][C@@H:22]1[NH:21][C:19]([C:11]1[CH:10]=[C:9]([CH2:8][C:5]2[CH:6]=[N:7][C:2]([C:33]3[CH:32]=[N:31][N:30]([CH3:29])[CH:34]=3)=[CH:3][CH:4]=2)[C:18]2[C:13](=[CH:14][CH:15]=[CH:16][CH:17]=2)[N:12]=1)=[O:20], predict the reactants needed to synthesize it. (9) Given the product [CH:22]([N:26]1[CH2:31][CH2:30][CH:29]([O:32][C:33]2[CH:34]=[CH:35][C:36]([N:10]3[CH:14]=[CH:13][C:12]([C:15]([N:17]4[CH2:21][CH2:20][CH2:19][CH2:18]4)=[O:16])=[CH:11]3)=[CH:37][CH:38]=2)[CH2:28][CH2:27]1)([CH3:25])[CH3:23], predict the reactants needed to synthesize it. The reactants are: CN1C=CC(C(O)=O)=C1.[NH:10]1[CH:14]=[CH:13][C:12]([C:15]([N:17]2[CH2:21][CH2:20][CH2:19][CH2:18]2)=[O:16])=[CH:11]1.[CH:22]1([N:26]2[CH2:31][CH2:30][CH:29]([O:32][C:33]3[CH:38]=[CH:37][C:36](I)=[CH:35][CH:34]=3)[CH2:28][CH2:27]2)[CH2:25]C[CH2:23]1.IC1C=CC(OC2CCN(C(C)C)CC2)=CC=1.